From a dataset of Full USPTO retrosynthesis dataset with 1.9M reactions from patents (1976-2016). Predict the reactants needed to synthesize the given product. (1) Given the product [Cl:1][C:2]1[CH:7]=[C:6]([Cl:8])[CH:5]=[CH:4][C:3]=1[C@H:9]1[CH2:14][C@@H:13]([C:15]2[O:19][NH:18][C:17](=[O:20])[CH:16]=2)[CH2:12][CH2:11][NH:10]1, predict the reactants needed to synthesize it. The reactants are: [Cl:1][C:2]1[CH:7]=[C:6]([Cl:8])[CH:5]=[CH:4][C:3]=1[C@H:9]1[CH2:14][C@@H:13]([C:15]2[O:19][NH:18][C:17](=[O:20])[CH:16]=2)[CH2:12][CH2:11][N:10]1C(OC)=O.Br. (2) Given the product [C:15]([N:14]1[C:10]2[C:3]3[CH:4]=[C:5]([F:9])[C:6]([F:8])=[CH:7][C:2]=3[N:20]([S:21]([C:24]3[CH:29]=[CH:28][C:27]([C:30]([F:32])([F:31])[F:33])=[CH:26][C:25]=3[O:34][CH3:35])(=[O:22])=[O:23])[C@H:19]([CH:36]3[CH2:38][CH2:37]3)[C:11]=2[CH:12]=[N:13]1)([CH3:17])([CH3:18])[CH3:16], predict the reactants needed to synthesize it. The reactants are: Br[C:2]1[CH:7]=[C:6]([F:8])[C:5]([F:9])=[CH:4][C:3]=1[C:10]1[N:14]([C:15]([CH3:18])([CH3:17])[CH3:16])[N:13]=[CH:12][C:11]=1[C@@H:19]([CH:36]1[CH2:38][CH2:37]1)[NH:20][S:21]([C:24]1[CH:29]=[CH:28][C:27]([C:30]([F:33])([F:32])[F:31])=[CH:26][C:25]=1[O:34][CH3:35])(=[O:23])=[O:22].CNCCNC.C(=O)([O-])[O-].[K+].[K+].[Cl-].[NH4+].